The task is: Predict the reaction yield, written as a fraction of the theoretical maximum amount of product (1.0 means a 100% yield; for example, 0.34 means a 34% yield).. This data is from Reaction yield outcomes from USPTO patents with 853,638 reactions. (1) The reactants are [NH2:1][C:2]1[CH:3]=[C:4]([C:27]#[N:28])[C:5]([N:11]2[CH2:16][CH2:15][N:14]([C:17]([O:19][C:20]([CH3:23])([CH3:22])[CH3:21])=[O:18])[C@H:13]([CH:24]([CH3:26])[CH3:25])[CH2:12]2)=[N:6][C:7]=1[CH:8]1[CH2:10][CH2:9]1.Br[C:30]1[CH:35]=[C:34]([Cl:36])[CH:33]=[CH:32][N:31]=1.CC1(C)C2C(=C(P(C3C=CC=CC=3)C3C=CC=CC=3)C=CC=2)OC2C(P(C3C=CC=CC=3)C3C=CC=CC=3)=CC=CC1=2.C([O-])([O-])=O.[Cs+].[Cs+]. The catalyst is O1CCOCC1.C1C=CC(/C=C/C(/C=C/C2C=CC=CC=2)=O)=CC=1.C1C=CC(/C=C/C(/C=C/C2C=CC=CC=2)=O)=CC=1.C1C=CC(/C=C/C(/C=C/C2C=CC=CC=2)=O)=CC=1.[Pd].[Pd]. The product is [Cl:36][C:34]1[CH:33]=[CH:32][N:31]=[C:30]([NH:1][C:2]2[CH:3]=[C:4]([C:27]#[N:28])[C:5]([N:11]3[CH2:16][CH2:15][N:14]([C:17]([O:19][C:20]([CH3:21])([CH3:22])[CH3:23])=[O:18])[C@H:13]([CH:24]([CH3:25])[CH3:26])[CH2:12]3)=[N:6][C:7]=2[CH:8]2[CH2:9][CH2:10]2)[CH:35]=1. The yield is 0.180. (2) The catalyst is CCCCCCC.CCOC(C)=O. The reactants are Cl[CH2:2][CH2:3][CH2:4][N:5]1[C:10](=[O:11])[CH2:9][S:8][C:7]2[CH:12]=[CH:13][N:14]=[CH:15][C:6]1=2.C([O-])([O-])=O.[K+].[K+].[Na+].[I-].[CH2:24]([CH:28]1[CH2:33][CH2:32][NH:31][CH2:30][CH2:29]1)[CH2:25][CH2:26][CH3:27]. The yield is 0.320. The product is [CH2:24]([CH:28]1[CH2:33][CH2:32][N:31]([CH2:2][CH2:3][CH2:4][N:5]2[C:10](=[O:11])[CH2:9][S:8][C:7]3[CH:12]=[CH:13][N:14]=[CH:15][C:6]2=3)[CH2:30][CH2:29]1)[CH2:25][CH2:26][CH3:27]. (3) The reactants are [N:1]1[CH:2]=[C:3]([C:19]2[CH:24]=[CH:23][C:22]([C:25]3([NH:29][C:30](=[O:36])[O:31][C:32]([CH3:35])([CH3:34])[CH3:33])[CH2:28][CH2:27][CH2:26]3)=[CH:21][CH:20]=2)[N:4]2[C:10]=1[C:9]1[CH:11]=[CH:12][CH:13]=[CH:14][C:8]=1[NH:7][C:6]1[N:15]=[CH:16][CH:17]=[CH:18][C:5]2=1.C1C=C[NH+]=CC=1.[Br:43][Br-]Br.C(OCC)(=O)C.O. The catalyst is C1COCC1. The product is [Br:43][C:2]1[N:1]=[C:10]2[C:9]3[CH:11]=[CH:12][CH:13]=[CH:14][C:8]=3[NH:7][C:6]3[N:15]=[CH:16][CH:17]=[CH:18][C:5]=3[N:4]2[C:3]=1[C:19]1[CH:24]=[CH:23][C:22]([C:25]2([NH:29][C:30](=[O:36])[O:31][C:32]([CH3:33])([CH3:35])[CH3:34])[CH2:26][CH2:27][CH2:28]2)=[CH:21][CH:20]=1. The yield is 0.590. (4) The reactants are [F:1][C:2]([F:26])([F:25])[C@H:3]([N:12]1[CH2:16][CH2:15][C@H:14]([NH:17][C:18](=[O:24])[O:19][C:20]([CH3:23])([CH3:22])[CH3:21])[CH2:13]1)[C:4]1[CH:5]=[N:6][C:7]([NH:10][NH2:11])=[CH:8][CH:9]=1.[CH3:27][O:28][CH2:29][C@H:30]([O:32][C:33]1[CH:34]=[CH:35][CH:36]=[C:37]2[C:42]=1[N:41]=[C:40]([CH:43]=O)[CH:39]=[CH:38]2)[CH3:31].C(O)C.C(O)(=O)C.C(O)(=O)C.I(C1C=CC=CC=1)=O.C(=O)(O)[O-].[Na+]. The catalyst is C(OCC)(=O)C. The product is [F:26][C:2]([F:25])([F:1])[C@H:3]([N:12]1[CH2:16][CH2:15][C@H:14]([NH:17][C:18](=[O:24])[O:19][C:20]([CH3:22])([CH3:23])[CH3:21])[CH2:13]1)[C:4]1[CH:9]=[CH:8][C:7]2[N:6]([C:43]([C:40]3[CH:39]=[CH:38][C:37]4[C:42](=[C:33]([O:32][C@H:30]([CH3:31])[CH2:29][O:28][CH3:27])[CH:34]=[CH:35][CH:36]=4)[N:41]=3)=[N:11][N:10]=2)[CH:5]=1. The yield is 0.730. (5) The product is [CH3:21][O:22][C:23](=[O:31])[CH2:24][C:25]1[CH:29]=[C:28]([NH:18][C:17]2[C:9]3[C:10](=[CH:11][C:6]([O:5][CH2:4][CH2:3][CH2:2][Cl:1])=[C:7]([O:19][CH3:20])[CH:8]=3)[N:12]=[CH:13][N:14]=2)[NH:27][N:26]=1. The yield is 0.690. The reactants are [Cl:1][CH2:2][CH2:3][CH2:4][O:5][C:6]1[C:7]([O:19][CH3:20])=[CH:8][C:9]([C:17]#[N:18])=[C:10]([N:12]=[CH:13][N:14](C)C)[CH:11]=1.[CH3:21][O:22][C:23](=[O:31])[CH2:24][C:25]1[CH:29]=[C:28](N)[NH:27][N:26]=1. The catalyst is C(O)(=O)C. (6) The reactants are [NH2:1][CH2:2][C@@H:3]1[CH2:8][CH2:7][CH2:6][N:5]([CH2:9][CH2:10][N:11]2[C:20]3[C:15](=[N:16][CH:17]=[C:18]([O:21][CH3:22])[CH:19]=3)[CH:14]=[CH:13][C:12]2=[O:23])[CH2:4]1.[Cl:24][C:25]1[C:34]([CH:35]=O)=[N:33][C:32]2[NH:31][C:30](=[O:37])[CH2:29][O:28][C:27]=2[CH:26]=1.S([O-])([O-])(=O)=O.[Na+].[Na+].[BH-](OC(C)=O)(OC(C)=O)OC(C)=O.[Na+]. The catalyst is CO.C(Cl)Cl. The product is [Cl:24][C:25]1[C:34]([CH2:35][NH:1][CH2:2][C@@H:3]2[CH2:8][CH2:7][CH2:6][N:5]([CH2:9][CH2:10][N:11]3[C:20]4[C:15](=[N:16][CH:17]=[C:18]([O:21][CH3:22])[CH:19]=4)[CH:14]=[CH:13][C:12]3=[O:23])[CH2:4]2)=[N:33][C:32]2[NH:31][C:30](=[O:37])[CH2:29][O:28][C:27]=2[CH:26]=1. The yield is 0.170. (7) The yield is 0.455. The catalyst is CS(C)=O. The reactants are Cl[C:2]1[N:7]=[CH:6][N:5]=[C:4]([NH2:8])[C:3]=1[O:9][CH:10]([CH3:12])[CH3:11].FC(F)(F)C(O)=O.[N:20]1([CH2:24][CH2:25][N:26]2[CH:30]=[C:29]([C:31]3[CH:36]=[CH:35][C:34]([F:37])=[C:33]([C:38]([F:41])([F:40])[F:39])[CH:32]=3)[N:28]=[C:27]2[CH:42]2[CH2:47][CH2:46][NH:45][CH2:44][CH2:43]2)[CH2:23][CH2:22][CH2:21]1.C([O-])([O-])=O.[Cs+].[Cs+]. The product is [N:20]1([CH2:24][CH2:25][N:26]2[CH:30]=[C:29]([C:31]3[CH:36]=[CH:35][C:34]([F:37])=[C:33]([C:38]([F:41])([F:39])[F:40])[CH:32]=3)[N:28]=[C:27]2[CH:42]2[CH2:43][CH2:44][N:45]([C:2]3[N:7]=[CH:6][N:5]=[C:4]([NH2:8])[C:3]=3[O:9][CH:10]([CH3:12])[CH3:11])[CH2:46][CH2:47]2)[CH2:21][CH2:22][CH2:23]1.